This data is from Forward reaction prediction with 1.9M reactions from USPTO patents (1976-2016). The task is: Predict the product of the given reaction. (1) Given the reactants [NH2:1][C:2]1[CH:3]=[CH:4][C:5]([Cl:11])=[C:6]([CH:10]=1)[C:7]([OH:9])=[O:8].[CH3:12][O:13][C:14]1[CH:22]=[CH:21][C:17]([C:18](Cl)=[O:19])=[CH:16][CH:15]=1, predict the reaction product. The product is: [Cl:11][C:5]1[CH:4]=[CH:3][C:2]([NH:1][C:18](=[O:19])[C:17]2[CH:21]=[CH:22][C:14]([O:13][CH3:12])=[CH:15][CH:16]=2)=[CH:10][C:6]=1[C:7]([OH:9])=[O:8]. (2) Given the reactants [NH2:1][C:2]1[CH:7]=[CH:6][C:5]([C:8]2[C:9]([NH2:17])=[N:10][C:11]([NH2:16])=[N:12][C:13]=2[CH2:14][CH3:15])=[CH:4][CH:3]=1.C(N(C(C)C)CC)(C)C.ClC(Cl)(O[C:31](=[O:37])OC(Cl)(Cl)Cl)Cl.[CH2:39]([NH2:47])[CH2:40][C:41]1[CH:46]=[CH:45][CH:44]=[CH:43][CH:42]=1, predict the reaction product. The product is: [NH2:16][C:11]1[N:10]=[C:9]([NH2:17])[C:8]([C:5]2[CH:4]=[CH:3][C:2]([NH:1][C:31]([NH:47][CH2:39][CH2:40][C:41]3[CH:46]=[CH:45][CH:44]=[CH:43][CH:42]=3)=[O:37])=[CH:7][CH:6]=2)=[C:13]([CH2:14][CH3:15])[N:12]=1. (3) Given the reactants [NH2:1][C@@H:2]([CH2:8][C:9]1[CH:14]=[C:13]([O:15][CH3:16])[C:12]([C:17]2[CH:22]=[CH:21][CH:20]=[CH:19][CH:18]=2)=[C:11]([O:23][CH3:24])[CH:10]=1)[C:3]([O:5][CH2:6][CH3:7])=[O:4].[OH:25][C:26]1[C:29]([CH3:31])([CH3:30])[C:28](=O)[CH:27]=1, predict the reaction product. The product is: [CH3:30][C:29]1([CH3:31])[C:28]([NH:1][C@@H:2]([CH2:8][C:9]2[CH:10]=[C:11]([O:23][CH3:24])[C:12]([C:17]3[CH:18]=[CH:19][CH:20]=[CH:21][CH:22]=3)=[C:13]([O:15][CH3:16])[CH:14]=2)[C:3]([O:5][CH2:6][CH3:7])=[O:4])=[CH:27][C:26]1=[O:25].